This data is from Catalyst prediction with 721,799 reactions and 888 catalyst types from USPTO. The task is: Predict which catalyst facilitates the given reaction. (1) Reactant: [CH3:1][C:2]1([CH3:10])[O:9][C:7](=[O:8])[CH2:6][C:4](=[O:5])[O:3]1.[CH:11](OCC)(OCC)OCC.[C:21]1([C:27]2[CH:28]=[C:29]([NH2:32])[S:30][CH:31]=2)[CH:26]=[CH:25][CH:24]=[CH:23][CH:22]=1.C(=O)([O-])[O-].[K+].[K+]. Product: [CH3:1][C:2]1([CH3:10])[O:9][C:7](=[O:8])[C:6](=[CH:11][NH:32][C:29]2[S:30][CH:31]=[C:27]([C:21]3[CH:22]=[CH:23][CH:24]=[CH:25][CH:26]=3)[CH:28]=2)[C:4](=[O:5])[O:3]1. The catalyst class is: 2. (2) Reactant: [C:1]([C:3]1[CH:23]=[C:22]([C:24]2[N:29]=[C:28]([NH:30][C:31]3[CH:36]=[CH:35][C:34]([N:37]4[CH2:42][CH2:41][N:40]([CH:43]5[CH2:46][O:45][CH2:44]5)[CH2:39][CH2:38]4)=[CH:33][CH:32]=3)[N:27]=[CH:26][N:25]=2)[CH:21]=[C:20]([F:47])[C:4]=1[O:5][C@H:6]1[CH2:11][CH2:10][N:9](C(OC(C)(C)C)=O)[CH2:8][C@H:7]1[F:19])#[N:2].C(O)(C(F)(F)F)=O. Product: [F:47][C:20]1[C:4]([O:5][C@H:6]2[CH2:11][CH2:10][NH:9][CH2:8][C@H:7]2[F:19])=[C:3]([CH:23]=[C:22]([C:24]2[N:29]=[C:28]([NH:30][C:31]3[CH:36]=[CH:35][C:34]([N:37]4[CH2:42][CH2:41][N:40]([CH:43]5[CH2:44][O:45][CH2:46]5)[CH2:39][CH2:38]4)=[CH:33][CH:32]=3)[N:27]=[CH:26][N:25]=2)[CH:21]=1)[C:1]#[N:2]. The catalyst class is: 2. (3) Reactant: [CH2:1]([O:8][C@H:9]1[CH2:13][CH2:12][CH2:11][C@@H:10]1[NH:14][C:15]1[CH:22]=[C:21](Br)[CH:20]=[C:19]([F:24])[C:16]=1[C:17]#[N:18])[C:2]1[CH:7]=[CH:6][CH:5]=[CH:4][CH:3]=1.[CH3:25][C:26]1[C:34]2[C:33](=[O:35])[CH2:32][C:31]([CH3:37])([CH3:36])[CH2:30][C:29]=2[NH:28][CH:27]=1.C([O-])([O-])=O.[K+].[K+]. Product: [CH2:1]([O:8][C@H:9]1[CH2:13][CH2:12][CH2:11][C@@H:10]1[NH:14][C:15]1[CH:22]=[C:21]([N:28]2[C:29]3[CH2:30][C:31]([CH3:36])([CH3:37])[CH2:32][C:33](=[O:35])[C:34]=3[C:26]([CH3:25])=[CH:27]2)[CH:20]=[C:19]([F:24])[C:16]=1[C:17]#[N:18])[C:2]1[CH:7]=[CH:6][CH:5]=[CH:4][CH:3]=1. The catalyst class is: 12. (4) Reactant: [Si:1]([O:8][C@H:9]([C:37]1[CH:38]=[N:39][C:40]([Cl:43])=[CH:41][CH:42]=1)[C@H:10]([NH:24][C:25](=[O:36])[O:26][CH2:27][C:28]1[CH:33]=[CH:32][C:31]([O:34][CH3:35])=[CH:30][CH:29]=1)[CH2:11][CH2:12][C:13]#[C:14][C:15]1[CH:20]=[CH:19][C:18]([N+:21]([O-:23])=[O:22])=[CH:17][CH:16]=1)([C:4]([CH3:7])([CH3:6])[CH3:5])([CH3:3])[CH3:2].N1CCCC1.C(O)(=[O:51])C. Product: [Si:1]([O:8][C@H:9]([C:37]1[CH:38]=[N:39][C:40]([Cl:43])=[CH:41][CH:42]=1)[C@H:10]([NH:24][C:25](=[O:36])[O:26][CH2:27][C:28]1[CH:29]=[CH:30][C:31]([O:34][CH3:35])=[CH:32][CH:33]=1)[CH2:11][CH2:12][C:13](=[O:51])[CH2:14][C:15]1[CH:16]=[CH:17][C:18]([N+:21]([O-:23])=[O:22])=[CH:19][CH:20]=1)([C:4]([CH3:7])([CH3:6])[CH3:5])([CH3:3])[CH3:2]. The catalyst class is: 9. (5) Reactant: [CH3:1][C:2]1[CH:3]=[CH:4][C:5]2[O:9][C:8]([C:10]3[CH:15]=[CH:14][CH:13]=[CH:12][CH:11]=3)=[N:7][C:6]=2[CH:16]=1.C1C(=O)N([Br:24])C(=O)C1. Product: [Br:24][CH2:1][C:2]1[CH:3]=[CH:4][C:5]2[O:9][C:8]([C:10]3[CH:15]=[CH:14][CH:13]=[CH:12][CH:11]=3)=[N:7][C:6]=2[CH:16]=1. The catalyst class is: 53.